From a dataset of Forward reaction prediction with 1.9M reactions from USPTO patents (1976-2016). Predict the product of the given reaction. Given the reactants Cl[S:2]([N:5]=C=O)(=[O:4])=[O:3].C(O)=O.[OH:11][CH2:12][CH:13]([NH:24][C:25](=[O:31])[O:26][C:27]([CH3:30])([CH3:29])[CH3:28])[C:14]1[CH:19]=[CH:18][CH:17]=[C:16]([C:20]([F:23])([F:22])[F:21])[CH:15]=1.N1C=CC=CC=1, predict the reaction product. The product is: [S:2]([O:11][CH2:12][CH:13]([NH:24][C:25](=[O:31])[O:26][C:27]([CH3:28])([CH3:30])[CH3:29])[C:14]1[CH:19]=[CH:18][CH:17]=[C:16]([C:20]([F:23])([F:22])[F:21])[CH:15]=1)(=[O:4])(=[O:3])[NH2:5].